From a dataset of Catalyst prediction with 721,799 reactions and 888 catalyst types from USPTO. Predict which catalyst facilitates the given reaction. (1) Reactant: [CH:1]([C:3]1[CH:4]=[C:5]([CH:10]=[CH:11][CH:12]=1)[C:6]([O:8][CH3:9])=[O:7])=O.[F:13][C:14]1[CH:20]=[CH:19][CH:18]=[CH:17][C:15]=1[NH2:16].C(O)(=O)C.C(O[BH-](OC(=O)C)OC(=O)C)(=O)C.[Na+]. Product: [F:13][C:14]1[CH:20]=[CH:19][CH:18]=[CH:17][C:15]=1[NH:16][CH2:1][C:3]1[CH:4]=[C:5]([CH:10]=[CH:11][CH:12]=1)[C:6]([O:8][CH3:9])=[O:7]. The catalyst class is: 34. (2) Reactant: [CH3:1][O:2][C:3]1[CH:4]=[C:5]2[C:10](=[CH:11][CH:12]=1)[CH2:9][C:8](=[O:13])[CH2:7][CH2:6]2.C[Si](C)(C)[N-][Si](C)(C)C.[Li+].C1C=CC(N([S:31]([C:34]([F:37])([F:36])[F:35])(=[O:33])=[O:32])[S:31]([C:34]([F:37])([F:36])[F:35])(=[O:33])=[O:32])=CC=1.[Cl-].[NH4+]. Product: [F:35][C:34]([F:37])([F:36])[S:31]([O:13][C:8]1[CH2:7][CH2:6][C:5]2[C:10](=[CH:11][CH:12]=[C:3]([O:2][CH3:1])[CH:4]=2)[CH:9]=1)(=[O:33])=[O:32]. The catalyst class is: 7. (3) Reactant: C(OC([N:8]1[CH2:13][CH2:12][C@@:11]([C:15]2[CH:20]=[CH:19][C:18]([Cl:21])=[CH:17][C:16]=2[CH2:22][CH2:23][OH:24])([OH:14])[C@@H:10]([O:25][CH2:26][C:27]2[CH:28]=[CH:29][C:30]3[O:35][CH2:34][CH2:33][N:32]([CH2:36][CH2:37][CH2:38][O:39][CH3:40])[C:31]=3[CH:41]=2)[CH2:9]1)=O)(C)(C)C.C(O)(C(F)(F)F)=O. Product: [Cl:21][C:18]1[CH:19]=[CH:20][C:15]([C@@:11]2([OH:14])[CH2:12][CH2:13][NH:8][CH2:9][C@@H:10]2[O:25][CH2:26][C:27]2[CH:28]=[CH:29][C:30]3[O:35][CH2:34][CH2:33][N:32]([CH2:36][CH2:37][CH2:38][O:39][CH3:40])[C:31]=3[CH:41]=2)=[C:16]([CH2:22][CH2:23][OH:24])[CH:17]=1. The catalyst class is: 2. (4) Reactant: [Cl:1][C:2]1[CH:3]=[C:4]([NH:10][C:11]2[N:16]=[C:15](Cl)[N:14]=[C:13]([Cl:18])[N:12]=2)[CH:5]=[CH:6][C:7]=1[O:8][CH3:9].[CH:19]1([NH2:26])[CH2:25][CH2:24][CH2:23][CH2:22][CH2:21][CH2:20]1.O.[OH-].[Na+]. Product: [Cl:18][C:13]1[N:12]=[C:11]([NH:10][C:4]2[CH:5]=[CH:6][C:7]([O:8][CH3:9])=[C:2]([Cl:1])[CH:3]=2)[N:16]=[C:15]([NH:26][CH:19]2[CH2:25][CH2:24][CH2:23][CH2:22][CH2:21][CH2:20]2)[N:14]=1. The catalyst class is: 372. (5) Reactant: Br[C:2]1[C:10]2[C:5](=[N:6][CH:7]=[CH:8][CH:9]=2)[N:4]([S:11]([C:14]2[CH:20]=[CH:19][C:17]([CH3:18])=[CH:16][CH:15]=2)(=[O:13])=[O:12])[CH:3]=1.[CH:21]([C:23]1[CH:28]=[CH:27][C:26](B(O)O)=[CH:25][CH:24]=1)=[O:22].C([O-])([O-])=O.[K+].[K+].O1CCOCC1. Product: [S:11]([N:4]1[C:5]2=[N:6][CH:7]=[CH:8][CH:9]=[C:10]2[C:2]([C:26]2[CH:27]=[CH:28][C:23]([CH:21]=[O:22])=[CH:24][CH:25]=2)=[CH:3]1)([C:14]1[CH:20]=[CH:19][C:17]([CH3:18])=[CH:16][CH:15]=1)(=[O:13])=[O:12]. The catalyst class is: 103. (6) Reactant: NO.CC[N:5]([CH2:8][CH3:9])[CH2:6]C.[C:10]1([CH3:20])[CH:15]=[CH:14][C:13]([S:16](Cl)(=[O:18])=[O:17])=[CH:12][CH:11]=1.CS(Cl)(=O)=O.[Na+].[Cl-]. Product: [CH3:11][C:10]([C@:8]1([CH3:9])[CH2:6][N:5]1[S:16]([C:13]1[CH:14]=[CH:15][C:10]([CH3:20])=[CH:11][CH:12]=1)(=[O:18])=[O:17])([CH3:20])[CH3:15]. The catalyst class is: 34. (7) Reactant: [CH:1]1[CH:5]=[C:4]([CH:6]=O)[O:3][CH:2]=1.[NH2:8][CH2:9][CH2:10][OH:11].C[C@H](NC([C@H]1N(C([C@@H](NC([C@@H](N)CC2C=CC(O)=CC=2)=O)CC(O)=O)=O)CCC1)=O)C(N1[C@H](C(N2[C@H](C(N3[C@H](C(N4[C@H](C(N5[C@H](C(N6[C@H](C(O)=O)CCC6)=O)CCC5)=O)CCC4)=O)CCC3)=O)CCC2)=O)CCC1)=O.[BH-](OC(C)=O)(OC(C)=O)OC(C)=O.[Na+]. Product: [O:3]1[CH:2]=[CH:1][CH:5]=[C:4]1[CH2:6][NH:8][CH2:9][CH2:10][OH:11]. The catalyst class is: 26. (8) Reactant: [N:1]12[CH2:10][CH:5]3[CH2:6][CH:7]([CH2:9][CH:3]([C:4]3=[O:11])[CH2:2]1)[CH2:8]2.[NH2:12]OS(O)(=O)=O. Product: [N:1]12[CH2:10][CH:5]3[CH2:6][CH:7]([CH2:9][CH:3]([NH:12][C:4]3=[O:11])[CH2:2]1)[CH2:8]2. The catalyst class is: 106. (9) Reactant: [CH3:1][N:2]1[CH:10]=[C:9]2[C:4]([CH:5]=[C:6]([C:11]3[C:12]4[C:19]([C:20]([O:22][CH2:23][CH:24]=[CH2:25])=[O:21])=[CH:18][N:17](COCC[Si](C)(C)C)[C:13]=4[N:14]=[CH:15][N:16]=3)[CH:7]=[CH:8]2)=[N:3]1.C(O)(C(F)(F)F)=O.C(#N)C.[OH-].[NH4+]. Product: [CH3:1][N:2]1[CH:10]=[C:9]2[C:4]([CH:5]=[C:6]([C:11]3[C:12]4[C:19]([C:20]([O:22][CH2:23][CH:24]=[CH2:25])=[O:21])=[CH:18][NH:17][C:13]=4[N:14]=[CH:15][N:16]=3)[CH:7]=[CH:8]2)=[N:3]1. The catalyst class is: 2.